Predict the reactants needed to synthesize the given product. From a dataset of Retrosynthesis with 50K atom-mapped reactions and 10 reaction types from USPTO. (1) Given the product COc1c(NC(=O)c2ccc(F)c(-n3cc(-c4cccnc4)nn3)c2)cc(C(C)(C)C)cc1NS(C)(=O)=O, predict the reactants needed to synthesize it. The reactants are: COc1c(N)cc(C(C)(C)C)cc1NS(C)(=O)=O.O=C(O)c1ccc(F)c(-n2cc(-c3cccnc3)nn2)c1. (2) Given the product CCN(Cc1cc(C)cnc1-c1cc(CC(=O)O)ccc1OC)C(=O)NCc1ccccc1, predict the reactants needed to synthesize it. The reactants are: CCOC(=O)Cc1ccc(OC)c(-c2ncc(C)cc2CN(CC)C(=O)NCc2ccccc2)c1.